Dataset: Retrosynthesis with 50K atom-mapped reactions and 10 reaction types from USPTO. Task: Predict the reactants needed to synthesize the given product. (1) Given the product CC(=O)N1CCN(c2cc(Cl)c(Cl)c(Cl)c2)CC1, predict the reactants needed to synthesize it. The reactants are: CC(=O)OC(C)=O.Clc1cc(N2CCNCC2)cc(Cl)c1Cl. (2) Given the product CC(C)c1ccccc1C(=O)Nc1ccc(N2C(=O)CC(=O)Nc3c2ccc2ccccc32)cc1, predict the reactants needed to synthesize it. The reactants are: CC(C)c1ccccc1C(=O)Cl.Nc1ccc(N2C(=O)CC(=O)Nc3c2ccc2ccccc32)cc1. (3) Given the product C[C@@H](Nc1ncnc2[nH]c(-c3cccc(CNC(=O)CN(C)C)c3)cc12)c1ccccc1, predict the reactants needed to synthesize it. The reactants are: CNC.C[C@@H](Nc1ncnc2[nH]c(-c3cccc(CNC(=O)CCl)c3)cc12)c1ccccc1. (4) Given the product Cc1cc(C)cc(Oc2c(C(C)C)c(=O)[nH]c(=O)n2Cc2c3ccccc3cc3ccccc23)c1, predict the reactants needed to synthesize it. The reactants are: Cc1cc(C)cc(Oc2[nH]c(=O)[nH]c(=O)c2C(C)C)c1.ClCc1c2ccccc2cc2ccccc12. (5) Given the product Cc1nc(Oc2ccccc2)c2nc(C)n(CCCCN)c2c1C, predict the reactants needed to synthesize it. The reactants are: Cc1nc(Oc2ccccc2)c2nc(C)n(CCCCNC(=O)OC(C)(C)C)c2c1C. (6) Given the product Cc1nc(-c2c(Cl)c3cc(Cl)ccc3n2-c2ccc(CNC(=O)C3(NC(=O)c4cccnc4Cl)CC3)cc2)no1, predict the reactants needed to synthesize it. The reactants are: Cc1nc(-c2c(Cl)c3cc(Cl)ccc3n2-c2ccc(CNC(=O)C3(N)CC3)cc2)no1.O=C(O)c1cccnc1Cl. (7) The reactants are: CS(=O)(=O)Cl.C[Si](C)(C)CCOCn1ccc2nc(NC(=O)NC3CCCNC3)cnc21. Given the product C[Si](C)(C)CCOCn1ccc2nc(NC(=O)N[C@@H]3CCCN(S(C)(=O)=O)C3)cnc21, predict the reactants needed to synthesize it. (8) Given the product CCOC(=O)c1c(-n2cncn2)nc(-c2ccccc2)c([N+](=O)[O-])c1C(=O)OCC, predict the reactants needed to synthesize it. The reactants are: CCOC(=O)c1c(Cl)nc(-c2ccccc2)c([N+](=O)[O-])c1C(=O)OCC.c1nc[nH]n1. (9) Given the product CC(C)(C)c1cc(-c2csc(CO)n2)cc(C(C)(C)C)c1O, predict the reactants needed to synthesize it. The reactants are: CC(C)(C)C(=O)OCc1nc(-c2cc(C(C)(C)C)c(O)c(C(C)(C)C)c2)cs1.